Task: Predict the reactants needed to synthesize the given product.. Dataset: Full USPTO retrosynthesis dataset with 1.9M reactions from patents (1976-2016) (1) Given the product [C:1]1([C:18]2[CH:19]=[CH:20][CH:21]=[CH:22][CH:23]=2)[CH:6]=[CH:5][C:4]([S:7]([N:10]2[CH2:14][CH2:13][S:12][CH:11]2[C:15]([NH:24][CH:25]([C:29]2[CH:30]=[CH:31][C:32]([F:35])=[CH:33][CH:34]=2)[CH2:26][CH2:27][OH:28])=[O:17])(=[O:8])=[O:9])=[CH:3][CH:2]=1, predict the reactants needed to synthesize it. The reactants are: [C:1]1([C:18]2[CH:23]=[CH:22][CH:21]=[CH:20][CH:19]=2)[CH:6]=[CH:5][C:4]([S:7]([N:10]2[CH2:14][CH2:13][S:12][CH:11]2[C:15]([OH:17])=O)(=[O:9])=[O:8])=[CH:3][CH:2]=1.[NH2:24][CH:25]([C:29]1[CH:34]=[CH:33][C:32]([F:35])=[CH:31][CH:30]=1)[CH2:26][CH2:27][OH:28]. (2) Given the product [Cl:7][C:8]1[CH:13]=[CH:12][N:11]=[CH:10][C:9]=1[C:23]#[N:24], predict the reactants needed to synthesize it. The reactants are: F[B-](F)(F)F.[H+].[Cl:7][C:8]1[CH:13]=[CH:12][N:11]=[CH:10][C:9]=1N.N([O-])=O.[Na+].[C-]#N.[Na+].[Cu][C:23]#[N:24].C(=O)(O)[O-].[Na+]. (3) Given the product [CH3:1][C:2]1[N:3]=[N:4][N:5]([CH2:7][C:8]2[CH:13]=[C:12]([C:14]([F:15])([F:17])[F:16])[CH:11]=[CH:10][C:9]=2/[CH:18]=[CH:19]/[C:20]([N:25]2[CH2:26][CH2:27][CH2:28][C@H:24]2[CH3:23])=[O:22])[N:6]=1, predict the reactants needed to synthesize it. The reactants are: [CH3:1][C:2]1[N:3]=[N:4][N:5]([CH2:7][C:8]2[CH:13]=[C:12]([C:14]([F:17])([F:16])[F:15])[CH:11]=[CH:10][C:9]=2/[CH:18]=[CH:19]/[C:20]([OH:22])=O)[N:6]=1.[CH3:23][C@@H:24]1[CH2:28][CH2:27][CH2:26][NH:25]1. (4) Given the product [Cl:1][C:2]1[C:7](=[O:8])[N:6]2[C:9]([CH2:13][N:14]([CH3:15])[C:30](=[O:31])[O:32][C:33]([CH3:34])([CH3:35])[CH3:36])([CH3:16])[NH:10][C:11](=[O:12])[C:5]2=[CH:4][CH:3]=1, predict the reactants needed to synthesize it. The reactants are: [Cl:1][C:2]1[C:7](=[O:8])[N:6]2[C:9]([CH3:16])([CH2:13][NH:14][CH3:15])[NH:10][C:11](=[O:12])[C:5]2=[CH:4][CH:3]=1.C(=O)(O)[O-].[Na+].[C:30](O[C:30]([O:32][C:33]([CH3:36])([CH3:35])[CH3:34])=[O:31])([O:32][C:33]([CH3:36])([CH3:35])[CH3:34])=[O:31]. (5) Given the product [CH2:10]([O:9][C:7]([C:3]1[NH:4][CH:5]=[C:6]2[CH:28]([C:26]3[O:27][C:23]([S:22][C:20]4[NH:19][C:18]5[CH:30]=[CH:31][C:15]([O:14][C:13]([F:32])([F:33])[F:12])=[CH:16][C:17]=5[N:21]=4)=[CH:24][CH:25]=3)[C:35]3[C:36](=[O:40])[CH2:37][CH2:38][CH2:39][C:34]=3[NH:1][C:2]=12)=[O:8])[CH3:11], predict the reactants needed to synthesize it. The reactants are: [NH2:1][C:2]1[CH:6]=[CH:5][NH:4][C:3]=1[C:7]([O:9][CH2:10][CH3:11])=[O:8].[F:12][C:13]([F:33])([F:32])[O:14][C:15]1[CH:31]=[CH:30][C:18]2[NH:19][C:20]([S:22][C:23]3[O:27][C:26]([CH:28]=O)=[CH:25][CH:24]=3)=[N:21][C:17]=2[CH:16]=1.[C:34]1(=O)[CH2:39][CH2:38][CH2:37][C:36](=[O:40])[CH2:35]1. (6) Given the product [C:35]([O:34][C:32]([NH:31][C@H:10]([CH2:11][CH2:12][C:13]1[N:17]([C:18]2[CH:23]=[CH:22][C:21]([CH3:24])=[CH:20][CH:19]=2)[C:16]2[CH:25]=[C:26]([CH3:30])[C:27]([CH3:29])=[CH:28][C:15]=2[N:14]=1)[C:9]([NH:82][O:81][C:62]([C:63]1[CH:68]=[CH:67][CH:66]=[CH:65][CH:64]=1)([C:75]1[CH:76]=[CH:77][CH:78]=[CH:79][CH:80]=1)[C:69]1[CH:70]=[CH:71][CH:72]=[CH:73][CH:74]=1)=[O:39])=[O:33])([CH3:37])([CH3:36])[CH3:38], predict the reactants needed to synthesize it. The reactants are: C(O[C:9](=[O:39])[C@H:10]([NH:31][C:32]([O:34][C:35]([CH3:38])([CH3:37])[CH3:36])=[O:33])[CH2:11][CH2:12][C:13]1[N:17]([C:18]2[CH:23]=[CH:22][C:21]([CH3:24])=[CH:20][CH:19]=2)[C:16]2[CH:25]=[C:26]([CH3:30])[C:27]([CH3:29])=[CH:28][C:15]=2[N:14]=1)C1C=CC=CC=1.CCN=C=NCCCN(C)C.Cl.C1C=CC2N(O)N=NC=2C=1.[C:62]([O:81][NH2:82])([C:75]1[CH:80]=[CH:79][CH:78]=[CH:77][CH:76]=1)([C:69]1[CH:74]=[CH:73][CH:72]=[CH:71][CH:70]=1)[C:63]1[CH:68]=[CH:67][CH:66]=[CH:65][CH:64]=1. (7) Given the product [CH2:1]([N:8]1[C:16]2[C:11](=[CH:12][C:13]([O:17][CH3:18])=[CH:14][CH:15]=2)[C:10]([C:19]2[O:20][C:27]([C:28]3[CH:33]=[CH:32][CH:31]=[CH:30][CH:29]=3)=[N:22][N:21]=2)=[C:9]1[CH:23]([CH3:25])[CH3:24])[C:2]1[CH:3]=[CH:4][CH:5]=[CH:6][CH:7]=1, predict the reactants needed to synthesize it. The reactants are: [CH2:1]([N:8]1[C:16]2[C:11](=[CH:12][C:13]([O:17][CH3:18])=[CH:14][CH:15]=2)[C:10]([C:19]([NH:21][NH2:22])=[O:20])=[C:9]1[CH:23]([CH3:25])[CH3:24])[C:2]1[CH:7]=[CH:6][CH:5]=[CH:4][CH:3]=1.Cl.[C:27](=N)(OCC)[C:28]1[CH:33]=[CH:32][CH:31]=[CH:30][CH:29]=1.